From a dataset of Full USPTO retrosynthesis dataset with 1.9M reactions from patents (1976-2016). Predict the reactants needed to synthesize the given product. (1) Given the product [CH:14]1([CH2:17][NH:13][CH2:12][CH2:11][C:7]2[C:6]3[C:10](=[C:2]([CH3:1])[CH:3]=[CH:4][CH:5]=3)[NH:9][CH:8]=2)[CH2:16][CH2:15]1, predict the reactants needed to synthesize it. The reactants are: [CH3:1][C:2]1[CH:3]=[CH:4][CH:5]=[C:6]2[C:10]=1[NH:9][CH:8]=[C:7]2[CH2:11][CH2:12][NH2:13].[CH:14]1([CH:17]=O)[CH2:16][CH2:15]1. (2) Given the product [CH3:1][O:2][C:3]1[CH:8]=[CH:7][C:6]([CH2:9][C:10]([NH:12][C:13]2[CH:17]=[CH:16][S:15][C:14]=2[C:18]([OH:20])=[O:19])=[O:11])=[CH:5][CH:4]=1, predict the reactants needed to synthesize it. The reactants are: [CH3:1][O:2][C:3]1[CH:8]=[CH:7][C:6]([CH2:9][C:10]([NH:12][C:13]2[CH:17]=[CH:16][S:15][C:14]=2[C:18]([O:20]C)=[O:19])=[O:11])=[CH:5][CH:4]=1.[OH-].[Na+].Cl. (3) The reactants are: CO[C:3](=[O:12])[C:4]1[CH:9]=[C:8](Br)[C:7](Cl)=[N:6][CH:5]=1.[F:13][C:14]([F:18])([F:17])[CH2:15][OH:16].[F:19][C:20]([F:32])([F:31])[O:21][C:22]1[CH:27]=[CH:26][C:25](B(O)O)=[CH:24][CH:23]=1.[NH2:33][C@@H:34]1[CH2:39][CH2:38][CH2:37][CH2:36][C@H:35]1[OH:40]. Given the product [OH:40][C@@H:35]1[CH2:36][CH2:37][CH2:38][CH2:39][C@H:34]1[NH:33][C:3](=[O:12])[C:4]1[CH:9]=[C:8]([C:25]2[CH:26]=[CH:27][C:22]([O:21][C:20]([F:32])([F:31])[F:19])=[CH:23][CH:24]=2)[C:7]([O:16][CH2:15][C:14]([F:18])([F:17])[F:13])=[N:6][CH:5]=1, predict the reactants needed to synthesize it. (4) Given the product [Cl:1][C:2]1[CH:3]=[CH:4][C:5]([C:6]([N:8]2[CH2:14][C:13]3[C:15]([OH:19])=[CH:16][CH:17]=[CH:18][C:12]=3[N:11]([CH2:21][C:22]3[CH:27]=[CH:26][C:25]([C:28]([N:30]4[CH2:31][CH:32]=[CH:33][CH2:34]4)=[O:29])=[CH:24][CH:23]=3)[C:10](=[O:35])[CH2:9]2)=[O:7])=[CH:36][CH:37]=1, predict the reactants needed to synthesize it. The reactants are: [Cl:1][C:2]1[CH:37]=[CH:36][C:5]([C:6]([N:8]2[CH2:14][C:13]3[C:15]([O:19]C)=[CH:16][CH:17]=[CH:18][C:12]=3[N:11]([CH2:21][C:22]3[CH:27]=[CH:26][C:25]([C:28]([N:30]4[CH2:34][CH:33]=[CH:32][CH2:31]4)=[O:29])=[CH:24][CH:23]=3)[C:10](=[O:35])[CH2:9]2)=[O:7])=[CH:4][CH:3]=1.[Br-].[Br-].[Br-].B. (5) Given the product [C:25]([O:28][CH2:29][C:30]1[C:35]([N:36]2[CH2:48][CH2:47][N:39]3[C:40]4[CH2:41][CH2:42][CH2:43][CH2:44][C:45]=4[CH:46]=[C:38]3[C:37]2=[O:49])=[CH:34][C:33]([F:50])=[CH:32][C:31]=1[C:6]1[CH:5]=[C:4]([NH:17][C:18]2[CH:22]=[C:21]([CH3:23])[NH:20][N:19]=2)[C:3](=[O:24])[N:2]([CH3:1])[CH:7]=1)(=[O:27])[CH3:26], predict the reactants needed to synthesize it. The reactants are: [CH3:1][N:2]1[CH:7]=[C:6](B2OC(C)(C)C(C)(C)O2)[CH:5]=[C:4]([NH:17][C:18]2[CH:22]=[C:21]([CH3:23])[NH:20][N:19]=2)[C:3]1=[O:24].[C:25]([O:28][CH2:29][C:30]1[C:35]([N:36]2[CH2:48][CH2:47][N:39]3[C:40]4[CH2:41][CH2:42][CH2:43][CH2:44][C:45]=4[CH:46]=[C:38]3[C:37]2=[O:49])=[CH:34][C:33]([F:50])=[CH:32][C:31]=1Br)(=[O:27])[CH3:26].C([O-])([O-])=O.[Na+].[Na+]. (6) The reactants are: [CH3:1][O:2][C:3]1[CH:4]=[C:5]([C:14](=O)[CH:15]=[CH:16]N(C)C)[CH:6]=[C:7]([N+:11]([O-:13])=[O:12])[C:8]=1[O:9][CH3:10].[F:21][C:22]([F:33])([F:32])[C:23]1[N:31]=[CH:30][CH:29]=[CH:28][C:24]=1[C:25](=[NH:27])[NH2:26].CC(C)([O-])C.[K+].O. Given the product [CH3:1][O:2][C:3]1[CH:4]=[C:5]([C:14]2[CH:15]=[CH:16][N:26]=[C:25]([C:24]3[C:23]([C:22]([F:32])([F:21])[F:33])=[N:31][CH:30]=[CH:29][CH:28]=3)[N:27]=2)[CH:6]=[C:7]([N+:11]([O-:13])=[O:12])[C:8]=1[O:9][CH3:10], predict the reactants needed to synthesize it. (7) Given the product [F:38][C:35]1[CH:34]=[CH:33][C:32]([CH2:31][NH:30][C:28]([C:15]2[C:16]([CH2:26][OH:27])=[C:17]([OH:18])[C:12]([C:10]([NH:9][OH:8])=[O:11])=[N:13][CH:14]=2)=[O:29])=[CH:37][CH:36]=1, predict the reactants needed to synthesize it. The reactants are: C([O:8][NH:9][C:10]([C:12]1[C:17]([O:18]CC2C=CC=CC=2)=[C:16]([CH2:26][OH:27])[C:15]([C:28]([NH:30][CH2:31][C:32]2[CH:37]=[CH:36][C:35]([F:38])=[CH:34][CH:33]=2)=[O:29])=[CH:14][N:13]=1)=[O:11])C1C=CC=CC=1. (8) Given the product [NH:1]([C:47]([O:49][C:50]([CH3:53])([CH3:52])[CH3:51])=[O:48])[C@H:2]([C:11]([NH:13][C@H:14]([C:36]([NH:38][CH2:39][C:40]([O:42][C:43]([CH3:45])([CH3:44])[CH3:46])=[O:41])=[O:37])[CH2:15][SH:16])=[O:12])[CH2:3][C:4](=[O:10])[O:5][C:6]([CH3:9])([CH3:8])[CH3:7], predict the reactants needed to synthesize it. The reactants are: [NH:1]([C:47]([O:49][C:50]([CH3:53])([CH3:52])[CH3:51])=[O:48])[C@H:2]([C:11]([NH:13][C@H:14]([C:36]([NH:38][CH2:39][C:40]([O:42][C:43]([CH3:46])([CH3:45])[CH3:44])=[O:41])=[O:37])[CH2:15][S:16]C(C1C=CC=CC=1)(C1C=CC=CC=1)C1C=CC=CC=1)=[O:12])[CH2:3][C:4](=[O:10])[O:5][C:6]([CH3:9])([CH3:8])[CH3:7].C(O)(C(F)(F)F)=O. (9) Given the product [CH:1]1([N:6]([CH:20]2[CH2:25][CH2:24][CH2:23][CH2:22][CH2:21]2)[C:7](=[O:19])[NH:8][C:9]2[S:10][C:11]([S:14][CH2:15][C:16]([OH:18])=[O:17])=[CH:12][N:13]=2)[CH2:5][CH2:4][CH:3]=[CH:2][CH2:28]1, predict the reactants needed to synthesize it. The reactants are: [CH:1]1([N:6]([C@H:20]2[CH2:25][CH2:24][C@H:23](OC)[CH2:22][CH2:21]2)[C:7](=[O:19])[NH:8][C:9]2[S:10][C:11]([S:14][CH2:15][C:16]([OH:18])=[O:17])=[CH:12][N:13]=2)[CH2:5][CH2:4][CH2:3][CH2:2]1.[CH:28]1(N)CCC=CC1.C1(=O)CCCCC1.C(OC(=O)CSC1SC(N)=NC=1)C.